From a dataset of NCI-60 drug combinations with 297,098 pairs across 59 cell lines. Regression. Given two drug SMILES strings and cell line genomic features, predict the synergy score measuring deviation from expected non-interaction effect. (1) Drug 1: COC1=C(C=C2C(=C1)N=CN=C2NC3=CC(=C(C=C3)F)Cl)OCCCN4CCOCC4. Drug 2: CN(C)N=NC1=C(NC=N1)C(=O)N. Cell line: OVCAR-8. Synergy scores: CSS=24.0, Synergy_ZIP=-7.40, Synergy_Bliss=-4.54, Synergy_Loewe=-28.4, Synergy_HSA=-5.84. (2) Drug 2: C1CNP(=O)(OC1)N(CCCl)CCCl. Cell line: NCI-H522. Synergy scores: CSS=0.664, Synergy_ZIP=-2.97, Synergy_Bliss=-3.90, Synergy_Loewe=-4.13, Synergy_HSA=-4.12. Drug 1: CCC1(CC2CC(C3=C(CCN(C2)C1)C4=CC=CC=C4N3)(C5=C(C=C6C(=C5)C78CCN9C7C(C=CC9)(C(C(C8N6C=O)(C(=O)OC)O)OC(=O)C)CC)OC)C(=O)OC)O.OS(=O)(=O)O. (3) Synergy scores: CSS=1.05, Synergy_ZIP=2.66, Synergy_Bliss=-3.99, Synergy_Loewe=-76.3, Synergy_HSA=-11.2. Drug 1: CCCCCOC(=O)NC1=NC(=O)N(C=C1F)C2C(C(C(O2)C)O)O. Drug 2: CC=C1C(=O)NC(C(=O)OC2CC(=O)NC(C(=O)NC(CSSCCC=C2)C(=O)N1)C(C)C)C(C)C. Cell line: CCRF-CEM. (4) Cell line: UO-31. Synergy scores: CSS=6.97, Synergy_ZIP=-3.20, Synergy_Bliss=-3.18, Synergy_Loewe=-27.5, Synergy_HSA=-2.66. Drug 1: CC1C(C(CC(O1)OC2CC(CC3=C2C(=C4C(=C3O)C(=O)C5=C(C4=O)C(=CC=C5)OC)O)(C(=O)C)O)N)O.Cl. Drug 2: C(CCl)NC(=O)N(CCCl)N=O. (5) Drug 1: C1CCC(CC1)NC(=O)N(CCCl)N=O. Drug 2: CNC(=O)C1=NC=CC(=C1)OC2=CC=C(C=C2)NC(=O)NC3=CC(=C(C=C3)Cl)C(F)(F)F. Cell line: NCI-H322M. Synergy scores: CSS=28.7, Synergy_ZIP=-6.05, Synergy_Bliss=-0.0526, Synergy_Loewe=-13.2, Synergy_HSA=-1.31. (6) Synergy scores: CSS=11.3, Synergy_ZIP=-1.67, Synergy_Bliss=0.479, Synergy_Loewe=-4.26, Synergy_HSA=0.168. Drug 1: C1=CC(=CC=C1CCC2=CNC3=C2C(=O)NC(=N3)N)C(=O)NC(CCC(=O)O)C(=O)O. Drug 2: C1CN(P(=O)(OC1)NCCCl)CCCl. Cell line: SK-MEL-28. (7) Drug 1: C1=CC(=CC=C1CC(C(=O)O)N)N(CCCl)CCCl.Cl. Drug 2: C(CCl)NC(=O)N(CCCl)N=O. Cell line: SN12C. Synergy scores: CSS=9.86, Synergy_ZIP=-4.87, Synergy_Bliss=2.56, Synergy_Loewe=1.98, Synergy_HSA=2.09.